Dataset: Catalyst prediction with 721,799 reactions and 888 catalyst types from USPTO. Task: Predict which catalyst facilitates the given reaction. (1) Reactant: [Br:1][C:2]1[CH:3]=[C:4]([C:11]#[N:12])[C:5]2[CH:6]=[N:7][NH:8][C:9]=2[CH:10]=1.[H-].[Na+].[C:15]1([S:21](Cl)(=[O:23])=[O:22])[CH:20]=[CH:19][CH:18]=[CH:17][CH:16]=1. Product: [Br:1][C:2]1[CH:3]=[C:4]([C:11]#[N:12])[C:5]2[CH:6]=[N:7][N:8]([S:21]([C:15]3[CH:20]=[CH:19][CH:18]=[CH:17][CH:16]=3)(=[O:23])=[O:22])[C:9]=2[CH:10]=1. The catalyst class is: 9. (2) Reactant: [NH2:1][C:2]1[C:3](=[O:17])[N:4]([CH2:9][C:10]([O:12][C:13]([CH3:16])([CH3:15])[CH3:14])=[O:11])[C:5]([CH3:8])=[CH:6][CH:7]=1.CN1CCOCC1.[CH3:25][C:26]1[CH:27]=[C:28]([S:32](Cl)(=[O:34])=[O:33])[CH:29]=[CH:30][CH:31]=1. Product: [CH3:25][C:26]1[CH:27]=[C:28]([S:32]([NH:1][C:2]2[C:3](=[O:17])[N:4]([CH2:9][C:10]([O:12][C:13]([CH3:16])([CH3:15])[CH3:14])=[O:11])[C:5]([CH3:8])=[CH:6][CH:7]=2)(=[O:34])=[O:33])[CH:29]=[CH:30][CH:31]=1. The catalyst class is: 2.